From a dataset of Forward reaction prediction with 1.9M reactions from USPTO patents (1976-2016). Predict the product of the given reaction. (1) Given the reactants [C:1](=[O:4])(O)O.[F:5][C:6]1[C:11]([F:12])=[C:10]([F:13])[CH:9]=[CH:8][C:7]=1[NH:14][C:15]([NH2:17])=[NH:16].[C:18]1(C)[CH:23]=[CH:22][CH:21]=[CH:20][CH:19]=1, predict the reaction product. The product is: [F:5][C:6]1[C:11]([F:12])=[C:10]([F:13])[CH:9]=[CH:8][C:7]=1[NH:14][C:15]1[N:17]=[C:1]([OH:4])[C:19]2[CH2:20][CH2:21][CH2:22][CH2:23][C:18]=2[N:16]=1. (2) The product is: [F:1][C:2]([F:21])([F:20])[C:3]1[CH:8]=[C:7]([C:9]([F:12])([F:11])[F:10])[CH:6]=[CH:5][C:4]=1[C:13]1[CH:17]=[C:16]([CH2:18][N:35]2[CH:34]=[C:33]3[N:39]=[C:30]([C:24]4[CH:25]=[CH:26][CH:27]=[C:28]([F:29])[C:23]=4[F:22])[N:31]=[C:32]3[C:37]([NH2:38])=[N:36]2)[O:15][N:14]=1. Given the reactants [F:1][C:2]([F:21])([F:20])[C:3]1[CH:8]=[C:7]([C:9]([F:12])([F:11])[F:10])[CH:6]=[CH:5][C:4]=1[C:13]1[CH:17]=[C:16]([CH2:18]Cl)[O:15][N:14]=1.[F:22][C:23]1[C:28]([F:29])=[CH:27][CH:26]=[CH:25][C:24]=1[C:30]1[N:39]=[C:33]2[CH:34]=[N:35][NH:36][C:37]([NH2:38])=[C:32]2[N:31]=1, predict the reaction product. (3) Given the reactants [C:1]1([C:7]#[C:8][C:9]2[CH:17]=[CH:16][C:12]([C:13]([OH:15])=O)=[CH:11][CH:10]=2)[CH:6]=[CH:5][CH:4]=[CH:3][CH:2]=1.S(Cl)(Cl)=O.[NH2:22][C:23]1[CH:28]=[CH:27][CH:26]=[CH:25][C:24]=1[S:29]([NH2:32])(=[O:31])=[O:30], predict the reaction product. The product is: [C:1]1([C:7]#[C:8][C:9]2[CH:10]=[CH:11][C:12]([C:13]([NH:22][C:23]3[CH:28]=[CH:27][CH:26]=[CH:25][C:24]=3[S:29](=[O:31])(=[O:30])[NH2:32])=[O:15])=[CH:16][CH:17]=2)[CH:2]=[CH:3][CH:4]=[CH:5][CH:6]=1. (4) Given the reactants [OH2:1].[OH2:2].O.O.O.O.[Cl-].[Gd+3].[Cl-].[Cl-].[OH-].[Na+:12].C(O[Si]([O:23][CH2:24][CH3:25])(OCC)OCC)C.N[CH2:27][CH2:28][CH2:29][Si](OCC)(OCC)OCC.Cl.CN(C)[CH2:43][CH2:44][CH2:45]N=C=NCC.ON1[C:57](=O)[CH2:56][CH2:55][C:54]1=O.C1N(CCN(CC(O)=O)CCN2CC(=O)OC(=O)C2)CC(=O)OC1=O.C[S:86](C)=[O:87], predict the reaction product. The product is: [CH3:54][CH2:55][CH2:56][CH2:57][CH2:45][CH2:44][CH2:43][CH2:29][CH2:28][CH2:27][CH2:25][CH2:24][O:23][S:86]([O-:87])(=[O:2])=[O:1].[Na+:12]. (5) Given the reactants Cl.[N:2]1([C:7]([C:9]2([NH2:15])[CH2:14][CH2:13][CH2:12][CH2:11][CH2:10]2)=O)[CH2:6][CH2:5][CH2:4][CH2:3]1.[H-].[H-].[H-].[H-].[Li+].[Al+3].[OH-].[Na+].S([O-])([O-])(=O)=O.[Na+].[Na+], predict the reaction product. The product is: [N:2]1([CH2:7][C:9]2([NH2:15])[CH2:10][CH2:11][CH2:12][CH2:13][CH2:14]2)[CH2:6][CH2:5][CH2:4][CH2:3]1. (6) Given the reactants [OH:1][C:2]1[CH:9]=[C:8]([O:10][C:11]2[CH:16]=[CH:15][C:14]([N+:17]([O-:19])=[O:18])=[CH:13][CH:12]=2)[CH:7]=[CH:6][C:3]=1[C:4]#[N:5].C([O-])([O-])=O.[K+].[K+].I[CH2:27][CH3:28], predict the reaction product. The product is: [CH2:27]([O:1][C:2]1[CH:9]=[C:8]([O:10][C:11]2[CH:16]=[CH:15][C:14]([N+:17]([O-:19])=[O:18])=[CH:13][CH:12]=2)[CH:7]=[CH:6][C:3]=1[C:4]#[N:5])[CH3:28].